Dataset: Peptide-MHC class I binding affinity with 185,985 pairs from IEDB/IMGT. Task: Regression. Given a peptide amino acid sequence and an MHC pseudo amino acid sequence, predict their binding affinity value. This is MHC class I binding data. (1) The peptide sequence is RVSRMRLQR. The MHC is HLA-A03:01 with pseudo-sequence HLA-A03:01. The binding affinity (normalized) is 0.571. (2) The peptide sequence is SEMGANFRAG. The MHC is HLA-B44:03 with pseudo-sequence HLA-B44:03. The binding affinity (normalized) is 0.375.